Dataset: Reaction yield outcomes from USPTO patents with 853,638 reactions. Task: Predict the reaction yield, written as a fraction of the theoretical maximum amount of product (1.0 means a 100% yield; for example, 0.34 means a 34% yield). (1) The reactants are Br[CH2:2][CH:3]1[CH2:8][CH2:7][N:6]([C:9]([O:11][CH2:12][C:13]2[CH:18]=[CH:17][CH:16]=[CH:15][CH:14]=2)=[O:10])[CH2:5][CH2:4]1.[C:19]1([C:25]([C:32]2[CH:37]=[CH:36][CH:35]=[CH:34][CH:33]=2)([C:27]2[N:31]=[CH:30][NH:29][N:28]=2)[OH:26])[CH:24]=[CH:23][CH:22]=[CH:21][CH:20]=1.C(=O)([O-])[O-].[K+].[K+]. The catalyst is CN(C)C=O. The product is [OH:26][C:25]([C:19]1[CH:24]=[CH:23][CH:22]=[CH:21][CH:20]=1)([C:32]1[CH:37]=[CH:36][CH:35]=[CH:34][CH:33]=1)[C:27]1[N:31]=[CH:30][N:29]([CH2:2][CH:3]2[CH2:8][CH2:7][N:6]([C:9]([O:11][CH2:12][C:13]3[CH:18]=[CH:17][CH:16]=[CH:15][CH:14]=3)=[O:10])[CH2:5][CH2:4]2)[N:28]=1. The yield is 0.810. (2) The reactants are [Cl:1][C:2]1[CH:7]=[CH:6][C:5]([CH2:8]/[C:9](/[C:29]2[CH:34]=[CH:33][CH:32]=[C:31]([C:35]#[N:36])[CH:30]=2)=[C:10](/[NH:12][C:13](=[O:28])[C:14]([CH3:27])([O:16][C:17]2[CH:22]=[CH:21][C:20]([C:23]([F:26])([F:25])[F:24])=[CH:19][N:18]=2)[CH3:15])\[CH3:11])=[CH:4][CH:3]=1.C([O-])([O-])=[O:38].[K+].[K+].CS(C)=O.OO. The catalyst is C(OC(C)C)(=O)C. The product is [Cl:1][C:2]1[CH:7]=[CH:6][C:5]([CH2:8]/[C:9](/[C:29]2[CH:30]=[C:31]([CH:32]=[CH:33][CH:34]=2)[C:35]([NH2:36])=[O:38])=[C:10](/[NH:12][C:13](=[O:28])[C:14]([CH3:15])([O:16][C:17]2[CH:22]=[CH:21][C:20]([C:23]([F:25])([F:26])[F:24])=[CH:19][N:18]=2)[CH3:27])\[CH3:11])=[CH:4][CH:3]=1. The yield is 0.000200. (3) The reactants are [C:1]([O:5][C:6]([N:8]1[CH2:13][CH2:12][N:11]([C:14]2[CH:19]=[CH:18][CH:17]=[C:16]([C:20](O)=[O:21])[N:15]=2)[CH2:10][CH2:9]1)=[O:7])([CH3:4])([CH3:3])[CH3:2].[C:23]1([CH3:35])[CH:28]=[CH:27][CH:26]=[CH:25][C:24]=1[CH:29]1[CH2:34][CH2:33][CH2:32][CH2:31][NH:30]1.C(N(C(C)C)CC)(C)C.F[P-](F)(F)(F)(F)F.N1(OC(N(C)C)=[N+](C)C)C2N=CC=CC=2N=N1. The catalyst is CN(C=O)C. The product is [C:1]([O:5][C:6]([N:8]1[CH2:13][CH2:12][N:11]([C:14]2[CH:19]=[CH:18][CH:17]=[C:16]([C:20]([N:30]3[CH2:31][CH2:32][CH2:33][CH2:34][CH:29]3[C:24]3[CH:25]=[CH:26][CH:27]=[CH:28][C:23]=3[CH3:35])=[O:21])[N:15]=2)[CH2:10][CH2:9]1)=[O:7])([CH3:2])([CH3:3])[CH3:4]. The yield is 0.730. (4) The reactants are [NH2:1][C:2]1[S:3][C:4]([CH3:10])=[CH:5][C:6]=1[C:7]([OH:9])=[O:8].[O:11]1CCOC[CH2:12]1.C(Cl)(Cl)=O. The catalyst is C1(C)C=CC=CC=1. The product is [CH3:10][C:4]1[S:3][C:2]2[NH:1][C:12](=[O:11])[O:8][C:7](=[O:9])[C:6]=2[CH:5]=1. The yield is 1.00. (5) The reactants are [OH-].[Na+].[CH3:3][O:4][C:5]1[CH:6]=[C:7]([CH:11]=[CH:12][C:13]=1[O:14][CH3:15])[CH2:8][C:9]#[N:10].[N:16](OC)=[O:17].OS(O)(=O)=O.N([O-])=O.[Na+]. The catalyst is CO.O. The product is [OH:17][N:16]=[C:8]([C:9]#[N:10])[C:7]1[CH:11]=[CH:12][C:13]([O:14][CH3:15])=[C:5]([O:4][CH3:3])[CH:6]=1. The yield is 0.470. (6) The reactants are [CH:1]1([C:6]#[CH:7])[CH2:5][CH2:4][CH2:3][CH2:2]1.O1CCCC1.C([Li])CCC.CCCCCC.C1(C#C)CCCC1.[Li].O(C1C=CC=CC=1)[C:33]#[N:34]. No catalyst specified. The product is [CH:1]1([C:6]#[C:7][C:33]#[N:34])[CH2:5][CH2:4][CH2:3][CH2:2]1. The yield is 0.840. (7) The reactants are [O:1]1[CH:5]=[CH:4][N:3]=[C:2]1[CH2:6][OH:7].[Li]CCCC.CCCCCC.[C:19]1([CH3:29])[CH:24]=[CH:23][C:22]([S:25](Cl)(=[O:27])=[O:26])=[CH:21][CH:20]=1.P([O-])(O)(O)=O.[Na+]. The catalyst is C1COCC1. The product is [CH3:29][C:19]1[CH:24]=[CH:23][C:22]([S:25]([O:7][CH2:6][C:2]2[O:1][CH:5]=[CH:4][N:3]=2)(=[O:27])=[O:26])=[CH:21][CH:20]=1. The yield is 0.280. (8) The reactants are [CH3:1][O:2][C:3]([C:5]1[S:6][C:7]([CH:14](OCC)[O:15]CC)=[CH:8][C:9]=1[C:10]([F:13])([F:12])[F:11])=[O:4].C(O)=O. The catalyst is O1CCOCC1. The product is [CH3:1][O:2][C:3]([C:5]1[S:6][C:7]([CH:14]=[O:15])=[CH:8][C:9]=1[C:10]([F:11])([F:12])[F:13])=[O:4]. The yield is 0.990.